Dataset: Forward reaction prediction with 1.9M reactions from USPTO patents (1976-2016). Task: Predict the product of the given reaction. (1) The product is: [CH2:30]([N:14]1[C:15]([CH3:16])=[C:11]([CH2:10][C:7]2[CH:8]=[CH:9][C:4]([O:3][CH2:1][CH3:2])=[CH:5][CH:6]=2)[C:12]([O:17][C@@H:18]2[O:26][C@H:25]([CH2:27][OH:28])[C@@H:23]([OH:24])[C@H:21]([OH:22])[C@H:19]2[OH:20])=[N:13]1)[CH3:31]. Given the reactants [CH2:1]([O:3][C:4]1[CH:9]=[CH:8][C:7]([CH2:10][C:11]2[C:12]([O:17][C@@H:18]3[O:26][C@H:25]([CH2:27][OH:28])[C@@H:23]([OH:24])[C@H:21]([OH:22])[C@H:19]3[OH:20])=[N:13][NH:14][C:15]=2[CH3:16])=[CH:6][CH:5]=1)[CH3:2].I[CH2:30][CH3:31], predict the reaction product. (2) The product is: [Cl:20][C:8]1[C:9]2[N:13]=[N:12][N:11]([CH2:14][CH:15]3[CH2:17][CH2:16]3)[C:10]=2[CH:18]=[CH:19][C:7]=1[C:28]1[CH:29]=[CH:30][C:25]([CH2:24][OH:23])=[CH:26][CH:27]=1. Given the reactants FC(F)(F)S(O[C:7]1[CH:19]=[CH:18][C:10]2[N:11]([CH2:14][CH:15]3[CH2:17][CH2:16]3)[N:12]=[N:13][C:9]=2[C:8]=1[Cl:20])(=O)=O.[OH:23][CH2:24][C:25]1[CH:30]=[CH:29][C:28](B(O)O)=[CH:27][CH:26]=1.P([O-])([O-])([O-])=O.[K+].[K+].[K+].C(=O)(O)[O-].[Na+], predict the reaction product. (3) Given the reactants [CH3:1][C:2]1[C@@H:19]([O:20][C:21]([C@H:23]([OH:39])[C@@H:24]([NH:31][C:32]([O:34][C:35]([CH3:38])([CH3:37])[CH3:36])=[O:33])[C:25]2[CH:26]=[CH:27][CH:28]=[CH:29][CH:30]=2)=[O:22])[CH2:18][C@:14]2([OH:40])[C:15]([CH3:17])([CH3:16])[C:3]=1[C@@H:4]([OH:58])[C:5]([C@@:7]1([CH3:57])[C@H:12]([C@@H:13]2[O:41][C:42]([C:44]2[CH:45]=[CH:46][CH:47]=[CH:48][CH:49]=2)=[O:43])[C@:11]2([O:52][C:53]([CH3:55])=[O:54])[CH2:50][O:51][C@@H:10]2[CH2:9][C@@H:8]1[OH:56])=[O:6].[OH2:59].S([O-])([O-])(=O)=[O:61].[Al+3].[K+].S([O-])([O-])(=O)=[O:68], predict the reaction product. The product is: [CH3:1][C:2]1[C@@H:19]([O:20][C:21]([C@H:23]([OH:39])[C@@H:24]([NH:31][C:32]([O:34][C:35]([CH3:36])([CH3:37])[CH3:38])=[O:33])[C:25]2[CH:30]=[CH:29][CH:28]=[CH:27][CH:26]=2)=[O:22])[CH2:18][C@@:14]2([OH:40])[C:15]([CH3:16])([CH3:17])[C:3]=1[C@@H:4]([OH:58])[C:5]([C@@:7]1([CH3:57])[C@H:12]([C@@H:13]2[O:41][C:42]([C:44]2[CH:45]=[CH:46][CH:47]=[CH:48][CH:49]=2)=[O:43])[C@:11]2([O:52][C:53]([CH3:55])=[O:54])[CH2:50][O:51][C@@H:10]2[CH2:9][C@@H:8]1[OH:56])=[O:6].[OH2:61].[OH2:68].[OH2:59]. (4) Given the reactants [C:1]([O:5][C:6]([N:8]1[CH2:13][CH2:12][N:11]([C:14]2[O:15][C:16]3[C:17](=[C:19]([C:23]([O-:25])=O)[CH:20]=[CH:21][CH:22]=3)[N:18]=2)[CH2:10][CH:9]1[CH3:26])=[O:7])([CH3:4])([CH3:3])[CH3:2].[Li+].Cl.Cl.[CH3:30][N:31]1[CH:36]2[CH2:37][CH2:38][CH2:39][CH:32]1[CH2:33][CH:34]([NH2:40])[CH2:35]2, predict the reaction product. The product is: [CH3:26][CH:9]1[CH2:10][N:11]([C:14]2[O:15][C:16]3[CH:22]=[CH:21][CH:20]=[C:19]([C:23](=[O:25])[NH:40][CH:34]4[CH2:33][CH:32]5[N:31]([CH3:30])[CH:36]([CH2:37][CH2:38][CH2:39]5)[CH2:35]4)[C:17]=3[N:18]=2)[CH2:12][CH2:13][N:8]1[C:6]([O:5][C:1]([CH3:3])([CH3:4])[CH3:2])=[O:7]. (5) Given the reactants [H-].[Na+].[CH2:3]([O:6][C:7]1[CH:11]=[C:10]([CH2:12][CH2:13][C:14]([O:16][CH2:17][CH3:18])=[O:15])[NH:9][N:8]=1)[CH2:4][CH3:5].[F:19][C:20]1[CH:27]=[C:26]([F:28])[CH:25]=[CH:24][C:21]=1[CH2:22]Br.O, predict the reaction product. The product is: [F:19][C:20]1[CH:27]=[C:26]([F:28])[CH:25]=[CH:24][C:21]=1[CH2:22][N:9]1[C:10]([CH2:12][CH2:13][C:14]([O:16][CH2:17][CH3:18])=[O:15])=[CH:11][C:7]([O:6][CH2:3][CH2:4][CH3:5])=[N:8]1. (6) Given the reactants CC(C)([O-])C.[K+].[CH2:7]([C:9]1[CH:14]=[C:13]([CH3:15])[CH:12]=[C:11]([CH2:16][CH3:17])[C:10]=1[CH2:18][C:19]([N:21]([CH3:30])[N:22]=[C:23]([CH3:29])[C:24]([O:26]CC)=O)=[O:20])[CH3:8], predict the reaction product. The product is: [CH2:16]([C:11]1[CH:12]=[C:13]([CH3:15])[CH:14]=[C:9]([CH2:7][CH3:8])[C:10]=1[C:18]1[C:19](=[O:20])[N:21]([CH3:30])[N:22]=[C:23]([CH3:29])[C:24]=1[OH:26])[CH3:17].